From a dataset of Reaction yield outcomes from USPTO patents with 853,638 reactions. Predict the reaction yield, written as a fraction of the theoretical maximum amount of product (1.0 means a 100% yield; for example, 0.34 means a 34% yield). The reactants are [F:1][C:2]1[C:3]([NH:18][C:19]2[CH:24]=[CH:23][C:22]([CH2:25][CH2:26][CH2:27]I)=[CH:21][C:20]=2[F:29])=[C:4]([CH:14]=[CH:15][C:16]=1[F:17])[C:5]([NH:7][O:8][CH2:9][CH2:10][O:11]C=C)=[O:6].[CH3:30][NH2:31]. No catalyst specified. The product is [F:1][C:2]1[C:3]([NH:18][C:19]2[CH:24]=[CH:23][C:22]([CH2:25][CH2:26][CH2:27][NH:31][CH3:30])=[CH:21][C:20]=2[F:29])=[C:4]([CH:14]=[CH:15][C:16]=1[F:17])[C:5]([NH:7][O:8][CH2:9][CH2:10][OH:11])=[O:6]. The yield is 0.320.